Dataset: Forward reaction prediction with 1.9M reactions from USPTO patents (1976-2016). Task: Predict the product of the given reaction. (1) Given the reactants [CH:1]1(/[CH:6]=[C:7](\[C:11]2[CH:16]=[CH:15][C:14]([N:17]3[C:21]([CH3:22])=[N:20][N:19]=[N:18]3)=[C:13]([F:23])[CH:12]=2)/[C:8](O)=[O:9])[CH2:5][CH2:4][CH2:3][CH2:2]1.C(Cl)(=O)C(Cl)=O.[CH3:30][NH:31][C:32]([NH2:34])=[O:33].N1C=CC=CC=1.Cl, predict the reaction product. The product is: [CH:1]1(/[CH:6]=[C:7](\[C:11]2[CH:16]=[CH:15][C:14]([N:17]3[C:21]([CH3:22])=[N:20][N:19]=[N:18]3)=[C:13]([F:23])[CH:12]=2)/[C:8]([NH:34][C:32]([NH:31][CH3:30])=[O:33])=[O:9])[CH2:5][CH2:4][CH2:3][CH2:2]1. (2) Given the reactants Cl.N1C=CC=CC=1.[Cl:8][C:9]1[CH:14]=[CH:13][CH:12]=[CH:11][C:10]=1[C:15]1[O:16][C:17]2[C:22]([C:23](=[O:25])[CH:24]=1)=[C:21]([O:26]C)[CH:20]=[C:19]([O:28]C)[C:18]=2[C@@H:30]1[CH2:34][CH2:33][N:32]([CH3:35])[C@H:31]1[CH2:36][OH:37].C(=O)([O-])[O-].[Na+].[Na+], predict the reaction product. The product is: [Cl:8][C:9]1[CH:14]=[CH:13][CH:12]=[CH:11][C:10]=1[C:15]1[O:16][C:17]2[C:22]([C:23](=[O:25])[CH:24]=1)=[C:21]([OH:26])[CH:20]=[C:19]([OH:28])[C:18]=2[C@@H:30]1[CH2:34][CH2:33][N:32]([CH3:35])[C@H:31]1[CH2:36][OH:37]. (3) Given the reactants I[C:2]1[CH:7]=[CH:6][C:5]([O:8][CH3:9])=[CH:4][C:3]=1[OH:10].[Si:11]([C:18]#[C:19][CH2:20][O:21][Si:22]([C:25]([CH3:28])([CH3:27])[CH3:26])([CH3:24])[CH3:23])([C:14]([CH3:17])([CH3:16])[CH3:15])([CH3:13])[CH3:12].[Cl-].[Li+].C(=O)([O-])[O-].[Na+].[Na+], predict the reaction product. The product is: [Si:11]([CH:18]1[C:19](=[CH:20][O:21][Si:22]([C:25]([CH3:28])([CH3:27])[CH3:26])([CH3:23])[CH3:24])[C:2]2[CH:7]=[CH:6][C:5]([O:8][CH3:9])=[CH:4][C:3]=2[O:10]1)([C:14]([CH3:17])([CH3:16])[CH3:15])([CH3:13])[CH3:12]. (4) Given the reactants [F:1][C:2]1[CH:23]=[CH:22][C:21]([CH2:24][C:25]2[C:34]3[C:29](=[CH:30][CH:31]=[CH:32][CH:33]=3)[C:28](=[O:35])[NH:27][N:26]=2)=[CH:20][C:3]=1[C:4]([N:6]1[CH2:12][CH2:11][CH2:10][N:9](C(OC(C)(C)C)=O)[CH2:8][CH2:7]1)=[O:5].[C:36]([OH:42])([C:38]([F:41])([F:40])[F:39])=[O:37], predict the reaction product. The product is: [OH:42][C:36]([C:38]([F:41])([F:40])[F:39])=[O:37].[N:6]1([C:4]([C:3]2[CH:20]=[C:21]([CH:22]=[CH:23][C:2]=2[F:1])[CH2:24][C:25]2[C:34]3[C:29](=[CH:30][CH:31]=[CH:32][CH:33]=3)[C:28](=[O:35])[NH:27][N:26]=2)=[O:5])[CH2:12][CH2:11][CH2:10][NH:9][CH2:8][CH2:7]1. (5) Given the reactants [C:1]1([CH2:7][S:8][C:9]2[N:14]=[C:13]([CH:15]=O)[CH:12]=[C:11]([NH:17][C:18]3[S:19][C:20]4[C:25]([N:26]=3)=[CH:24][CH:23]=[CH:22][N:21]=4)[N:10]=2)[CH:6]=[CH:5][CH:4]=[CH:3][CH:2]=1.[NH:27]1[CH2:32][CH2:31][CH2:30][CH2:29][CH2:28]1.C(O[BH-](OC(=O)C)OC(=O)C)(=O)C.[Na+].C(=O)(O)[O-].[Na+], predict the reaction product. The product is: [C:1]1([CH2:7][S:8][C:9]2[N:10]=[C:11]([NH:17][C:18]3[S:19][C:20]4[C:25]([N:26]=3)=[CH:24][CH:23]=[CH:22][N:21]=4)[CH:12]=[C:13]([CH2:15][N:27]3[CH2:32][CH2:31][CH2:30][CH2:29][CH2:28]3)[N:14]=2)[CH:6]=[CH:5][CH:4]=[CH:3][CH:2]=1. (6) Given the reactants Cl.[CH3:2][N:3]1[C:18]2[C:13](=[CH:14][CH:15]=[CH:16][CH:17]=2)[C:5]([CH2:6][C@@H:7]([C:9]([O:11][CH3:12])=[O:10])[NH2:8])=[CH:4]1.C(N(CC)CC)C.[F:26][C:27]1[CH:37]=[CH:36][CH:35]=[C:34]([F:38])[C:28]=1[CH:29]=[CH:30][C:31](O)=[O:32].CCN=C=NCCCN(C)C.Cl, predict the reaction product. The product is: [F:26][C:27]1[CH:37]=[CH:36][CH:35]=[C:34]([F:38])[C:28]=1[CH:29]=[CH:30][C:31]([NH:8][C@H:7]([C:9]([O:11][CH3:12])=[O:10])[CH2:6][C:5]1[C:13]2[C:18](=[CH:17][CH:16]=[CH:15][CH:14]=2)[N:3]([CH3:2])[CH:4]=1)=[O:32]. (7) Given the reactants [NH2:1][CH2:2][CH2:3][C:4]([N:6]1[CH2:11][CH2:10][O:9][CH2:8][CH2:7]1)=[O:5].C1(CC(O)=O)C=CC=CC=1.[C:22]1([NH:28][C:29](=[O:52])[CH:30]([CH:36]([C:46]2[CH:51]=[CH:50][CH:49]=[CH:48][CH:47]=2)[C:37]([C:39]2[CH:44]=[CH:43][C:42]([F:45])=[CH:41][CH:40]=2)=O)[C:31](=O)[CH:32]([CH3:34])[CH3:33])[CH:27]=[CH:26][CH:25]=[CH:24][CH:23]=1, predict the reaction product. The product is: [C:22]1([NH:28][C:29]([C:30]2[C:36]([C:46]3[CH:47]=[CH:48][CH:49]=[CH:50][CH:51]=3)=[C:37]([C:39]3[CH:40]=[CH:41][C:42]([F:45])=[CH:43][CH:44]=3)[N:1]([CH2:2][CH2:3][C:4]([N:6]3[CH2:11][CH2:10][O:9][CH2:8][CH2:7]3)=[O:5])[C:31]=2[CH:32]([CH3:34])[CH3:33])=[O:52])[CH:27]=[CH:26][CH:25]=[CH:24][CH:23]=1.